This data is from Forward reaction prediction with 1.9M reactions from USPTO patents (1976-2016). The task is: Predict the product of the given reaction. (1) The product is: [CH3:1][C:2]1[CH:11]=[C:10]([CH3:12])[C:9]([C:13]2[NH:17][CH:16]3[CH2:18][O:19][CH2:20][CH:15]3[N:14]=2)=[CH:8][C:3]=1[C:4]([OH:6])=[O:5]. Given the reactants [CH3:1][C:2]1[CH:11]=[C:10]([CH3:12])[C:9]([C:13]2[NH:17][CH:16]3[CH2:18][O:19][CH2:20][CH:15]3[N:14]=2)=[CH:8][C:3]=1[C:4]([O:6]C)=[O:5].[OH-].[Na+], predict the reaction product. (2) Given the reactants [I:1][C:2]1[C:7]([OH:8])=[CH:6][CH:5]=[CH:4][N:3]=1.C(=O)([O-])[O-].[K+].[K+].[CH2:15](I)[CH3:16], predict the reaction product. The product is: [CH2:15]([O:8][C:7]1[C:2]([I:1])=[N:3][CH:4]=[CH:5][CH:6]=1)[CH3:16]. (3) Given the reactants Br[C:2]1[CH:3]=[C:4]([CH:6]=[C:7]([N:9]2[CH:13]=[CH:12][CH:11]=[N:10]2)[CH:8]=1)[NH2:5].[NH:14]1[CH2:21][CH2:20]C[C@H:15]1[C:16](O)=[O:17].[O-]P([O-])([O-])=O.[K+].[K+].[K+], predict the reaction product. The product is: [O:17]1[CH2:16][CH2:15][N:14]([C:2]2[CH:3]=[C:4]([CH:6]=[C:7]([N:9]3[CH:13]=[CH:12][CH:11]=[N:10]3)[CH:8]=2)[NH2:5])[CH2:21][CH2:20]1. (4) Given the reactants [ClH:1].FC(F)(F)C1C=CC=CC=1O[C@H]1CCNC1.[OH:18][C@@H:19]1[CH2:23][CH2:22][N:21](C(OC(C)(C)C)=O)[CH2:20]1.[Br:31][C:32]1[CH:37]=[CH:36][C:35]([F:38])=[CH:34][C:33]=1O, predict the reaction product. The product is: [ClH:1].[Br:31][C:32]1[CH:37]=[CH:36][C:35]([F:38])=[CH:34][C:33]=1[O:18][C@H:19]1[CH2:23][CH2:22][NH:21][CH2:20]1. (5) Given the reactants [C:1]([O:5][C:6](=[O:43])[N:7]([CH2:28][CH2:29][CH2:30][N:31]1[C:40](=[O:41])[C:39]2[C:34](=[CH:35][CH:36]=[CH:37][CH:38]=2)[NH:33][C:32]1=[O:42])[CH2:8][CH2:9][CH2:10][CH2:11][NH:12][CH2:13][CH2:14][CH2:15][N:16]1[C:25](=[O:26])[C:24]2[C:19](=[CH:20][CH:21]=[CH:22][CH:23]=2)[NH:18][C:17]1=[O:27])([CH3:4])([CH3:3])[CH3:2].[H-].[Na+].Br[CH2:47][CH2:48][CH2:49][CH2:50][CH2:51][CH3:52], predict the reaction product. The product is: [C:1]([O:5][C:6](=[O:43])[N:7]([CH2:28][CH2:29][CH2:30][N:31]1[C:40](=[O:41])[C:39]2[C:34](=[CH:35][CH:36]=[CH:37][CH:38]=2)[NH:33][C:32]1=[O:42])[CH2:8][CH2:9][CH2:10][CH2:11][N:12]([CH2:13][CH2:14][CH2:15][N:16]1[C:25](=[O:26])[C:24]2[C:19](=[CH:20][CH:21]=[CH:22][CH:23]=2)[NH:18][C:17]1=[O:27])[CH2:47][CH2:48][CH2:49][CH2:50][CH2:51][CH3:52])([CH3:4])([CH3:2])[CH3:3]. (6) Given the reactants C(OC(NC1C(C)=NC(OCC(O)=O)=NC=1C)=O)(C)(C)C.NC1CCN(CC2C=CC=CC=2)CC1.[CH2:36]([N:43]1[CH2:48][CH2:47][CH:46]([NH:49][C:50](=[O:69])[CH2:51][O:52][C:53]2[N:58]=[C:57]([CH3:59])[C:56]([NH:60][C:61](=[O:67])[O:62][C:63]([CH3:66])([CH3:65])[CH3:64])=[C:55]([CH3:68])[N:54]=2)[CH2:45][CH2:44]1)[C:37]1[CH:42]=[CH:41][CH:40]=[CH:39][CH:38]=1, predict the reaction product. The product is: [CH2:36]([N:43]1[CH2:44][CH2:45][CH:46]([NH:49][C:50](=[O:69])[CH2:51][O:52][C:53]2[N:54]=[C:55]([CH3:68])[C:56]([NH:60][C:61](=[O:67])[O:62][C:63]([CH3:65])([CH3:66])[CH3:64])=[C:57]([CH3:59])[N:58]=2)[CH2:47][CH2:48]1)[C:37]1[CH:38]=[CH:39][CH:40]=[CH:41][CH:42]=1.[CH3:59][C:57]1[C:56]([NH:60][C:61](=[O:67])[O:62][C:63]([CH3:66])([CH3:64])[CH3:65])=[C:55]([CH3:68])[N:54]=[C:53]([O:52][CH2:51][C:50](=[O:69])[NH:49][CH:46]2[CH2:47][CH2:48][NH:43][CH2:44][CH2:45]2)[N:58]=1.